From a dataset of Forward reaction prediction with 1.9M reactions from USPTO patents (1976-2016). Predict the product of the given reaction. (1) Given the reactants ClC(Cl)(Cl)C([N:5]1[CH2:10][CH2:9][N:8]([C:11]2[CH:16]=[C:15]([S:17]([N:20]3[C:28]4[C:23](=[CH:24][CH:25]=[C:26]([F:29])[CH:27]=4)[C:22]([CH3:30])=[CH:21]3)(=[O:19])=[O:18])[CH:14]=[CH:13][C:12]=2[O:31][CH3:32])[CH2:7][CH2:6]1)=O.[OH-].[K+], predict the reaction product. The product is: [F:29][C:26]1[CH:27]=[C:28]2[C:23]([C:22]([CH3:30])=[CH:21][N:20]2[S:17]([C:15]2[CH:14]=[CH:13][C:12]([O:31][CH3:32])=[C:11]([N:8]3[CH2:7][CH2:6][NH:5][CH2:10][CH2:9]3)[CH:16]=2)(=[O:19])=[O:18])=[CH:24][CH:25]=1. (2) Given the reactants [F:1][C:2]([F:7])([F:6])[C:3]([OH:5])=[O:4].[C:8]([C:11]1[CH:16]=[CH:15][C:14]([NH:17][CH:18]([C:22]2[CH:27]=[CH:26][C:25]([O:28][CH2:29][CH2:30][N:31]([CH3:33])[CH3:32])=[C:24]([O:34][CH2:35][CH3:36])[CH:23]=2)[C:19]([OH:21])=O)=[CH:13][CH:12]=1)(=[NH:10])[NH2:9].O.ON1C2C=CC=CC=2N=N1.Cl.C(N=C=NCCCN(C)C)C.[N:60]1[CH:65]=[CH:64][CH:63]=[CH:62][C:61]=1[C:66]([NH:68][NH2:69])=[O:67], predict the reaction product. The product is: [F:1][C:2]([F:7])([F:6])[C:3]([OH:5])=[O:4].[CH3:33][N:31]([CH3:32])[CH2:30][CH2:29][O:28][C:25]1[CH:26]=[CH:27][C:22]([CH:18]([NH:17][C:14]2[CH:13]=[CH:12][C:11]([C:8]([NH2:9])=[NH:10])=[CH:16][CH:15]=2)[C:19](=[O:21])[NH:69][NH:68][C:66]([C:61]2[CH:62]=[CH:63][CH:64]=[CH:65][N:60]=2)=[O:67])=[CH:23][C:24]=1[O:34][CH2:35][CH3:36]. (3) Given the reactants [Cl:1][C:2]1[CH:3]=[C:4]2[C:8](=[CH:9][CH:10]=1)[NH:7][C:6]([C:11]([NH:13][C@@H:14]([CH2:20][C:21]1[CH:26]=[CH:25][CH:24]=[CH:23][CH:22]=1)[C@@H:15]([OH:19])[C:16]([OH:18])=O)=[O:12])=[CH:5]2.[NH:27]1[CH2:31][CH:30]=[CH:29][CH2:28]1.O.ON1C2C=CC=CC=2N=N1.C(N(CC)C(C)C)(C)C.Cl.CN(C)CCCN=C=NCC, predict the reaction product. The product is: [Cl:1][C:2]1[CH:3]=[C:4]2[C:8](=[CH:9][CH:10]=1)[NH:7][C:6]([C:11]([NH:13][C@@H:14]([CH2:20][C:21]1[CH:26]=[CH:25][CH:24]=[CH:23][CH:22]=1)[C@@H:15]([OH:19])[C:16]([N:27]1[CH2:31][CH:30]=[CH:29][CH2:28]1)=[O:18])=[O:12])=[CH:5]2. (4) Given the reactants CC(C)([O-])C.[K+].[Cl:7][C:8]1[CH:9]=[N:10][CH:11]=[C:12]([OH:14])[CH:13]=1.[CH2:15]([NH:17][C:18](=[O:29])[C:19]1[CH:24]=[C:23]([N+:25]([O-:27])=[O:26])[CH:22]=[CH:21][C:20]=1Cl)[CH3:16].O, predict the reaction product. The product is: [CH2:15]([NH:17][C:18](=[O:29])[C:19]1[CH:24]=[C:23]([N+:25]([O-:27])=[O:26])[CH:22]=[CH:21][C:20]=1[O:14][C:12]1[CH:13]=[C:8]([Cl:7])[CH:9]=[N:10][CH:11]=1)[CH3:16]. (5) Given the reactants [O:1]=[C:2]1[C:10]2([C:22]3[C:13](=[CH:14][C:15]4[O:20][CH2:19][CH2:18][O:17][C:16]=4[CH:21]=3)[O:12][CH2:11]2)[C:9]2[C:4](=[CH:5][CH:6]=[CH:7][CH:8]=2)[N:3]1[CH2:23][C:24]1[CH:36]=[CH:35][C:27]([O:28][CH2:29][C:30]([O:32]CC)=[O:31])=[CH:26][CH:25]=1.O=C1C2(COC3C=C4C(=CC2=3)CCO4)C2C(=CC=CC=2)N1CC1C=C(C=CC=1)OCC(OCC)=O, predict the reaction product. The product is: [O:1]=[C:2]1[C:10]2([C:22]3[C:13](=[CH:14][C:15]4[O:20][CH2:19][CH2:18][O:17][C:16]=4[CH:21]=3)[O:12][CH2:11]2)[C:9]2[C:4](=[CH:5][CH:6]=[CH:7][CH:8]=2)[N:3]1[CH2:23][C:24]1[CH:36]=[CH:35][C:27]([O:28][CH2:29][C:30]([OH:32])=[O:31])=[CH:26][CH:25]=1. (6) Given the reactants [N:1]1([S:5]([NH2:8])(=[O:7])=[O:6])[CH2:4][CH2:3][CH2:2]1.C1(P(C2CCCCC2)C2C=CC=CC=2C2C(C(C)C)=CC(C(C)C)=CC=2C(C)C)CCCCC1.C(=O)([O-])[O-].[Cs+].[Cs+].Cl[C:50]1[CH:55]=[C:54]([O:56][C@H:57]([C@H:59]2[CH2:63][O:62][C:61]3([CH2:68][CH2:67][CH2:66][CH2:65][CH2:64]3)[O:60]2)[CH3:58])[N:53]=[C:52]([S:69][CH2:70][C:71]2[CH:76]=[CH:75][CH:74]=[C:73]([F:77])[C:72]=2[F:78])[N:51]=1.[Cl-].[NH4+], predict the reaction product. The product is: [F:78][C:72]1[C:73]([F:77])=[CH:74][CH:75]=[CH:76][C:71]=1[CH2:70][S:69][C:52]1[N:51]=[C:50]([NH:8][S:5]([N:1]2[CH2:4][CH2:3][CH2:2]2)(=[O:7])=[O:6])[CH:55]=[C:54]([O:56][C@H:57]([C@H:59]2[CH2:63][O:62][C:61]3([CH2:68][CH2:67][CH2:66][CH2:65][CH2:64]3)[O:60]2)[CH3:58])[N:53]=1. (7) Given the reactants [CH3:1][NH:2][C:3]([C:5]1[CH:13]=[C:12]2[C:8]([CH:9]=[CH:10][N:11]2[CH:14]2[CH2:19][CH2:18][N:17](C(OCC3C=CC=CC=3)=O)[CH2:16][CH2:15]2)=[CH:7][CH:6]=1)=[O:4].[H][H], predict the reaction product. The product is: [CH3:1][NH:2][C:3]([C:5]1[CH:13]=[C:12]2[C:8]([CH:9]=[CH:10][N:11]2[CH:14]2[CH2:19][CH2:18][NH:17][CH2:16][CH2:15]2)=[CH:7][CH:6]=1)=[O:4].